The task is: Predict which catalyst facilitates the given reaction.. This data is from Catalyst prediction with 721,799 reactions and 888 catalyst types from USPTO. (1) Reactant: [C:1]([C:3](=[C:7](SC)SC)[C:4]([NH2:6])=[O:5])#[N:2].[NH2:12][C:13]1[CH:14]=[C:15]([CH:21]=[CH:22][CH:23]=1)[C:16]([O:18][CH2:19][CH3:20])=[O:17].O.[NH2:25][NH2:26]. Product: [NH2:2][C:1]1[NH:26][N:25]=[C:7]([NH:12][C:13]2[CH:14]=[C:15]([CH:21]=[CH:22][CH:23]=2)[C:16]([O:18][CH2:19][CH3:20])=[O:17])[C:3]=1[C:4](=[O:5])[NH2:6]. The catalyst class is: 14. (2) Reactant: C(OC(=O)[NH:7][CH:8]1[CH2:13][CH2:12][N:11]([C:14](=[O:22])[C:15]2[CH:20]=[CH:19][C:18]([Cl:21])=[CH:17][CH:16]=2)[CH2:10][CH2:9]1)(C)(C)C.FC(F)(F)C(O)=O. The catalyst class is: 2. Product: [NH2:7][CH:8]1[CH2:13][CH2:12][N:11]([C:14]([C:15]2[CH:16]=[CH:17][C:18]([Cl:21])=[CH:19][CH:20]=2)=[O:22])[CH2:10][CH2:9]1. (3) Reactant: [N:1]1([CH:6]2[CH2:11][CH2:10][N:9](C(OC(C)(C)C)=O)[CH2:8][CH2:7]2)[CH:5]=[CH:4][CH:3]=[N:2]1. Product: [N:1]1([CH:6]2[CH2:11][CH2:10][NH:9][CH2:8][CH2:7]2)[CH:5]=[CH:4][CH:3]=[N:2]1. The catalyst class is: 89. (4) Reactant: C(O)(=O)C.[CH3:5][C:6]1[CH:19]=[CH:18][C:9]([CH2:10][C:11]2[S:15][C:14]([CH:16]=O)=[CH:13][CH:12]=2)=[CH:8][CH:7]=1.[N+:20]([CH3:23])([O-:22])=[O:21].C([O-])(=O)C.[NH4+]. Product: [CH3:5][C:6]1[CH:19]=[CH:18][C:9]([CH2:10][C:11]2[S:15][C:14](/[CH:16]=[CH:23]/[N+:20]([O-:22])=[O:21])=[CH:13][CH:12]=2)=[CH:8][CH:7]=1. The catalyst class is: 84. (5) Reactant: [CH3:1][O:2][C:3]1[CH:35]=[CH:34][C:6]([CH2:7][NH:8][C:9]([C:11]2[S:33][C:14]3[N:15]([CH3:32])[C:16](=[O:31])[N:17]([CH2:20][C:21]4[CH:26]=[CH:25][C:24]([C:27](=[NH:30])[NH:28][OH:29])=[CH:23][CH:22]=4)[C:18](=[O:19])[C:13]=3[CH:12]=2)=[O:10])=[CH:5][CH:4]=1.[C:36](C1NC=CN=1)(C1NC=CN=1)=[S:37].N12CCCN=C1CCCCC2.C(O)(=O)CC(CC(O)=O)(C(O)=O)O. Product: [CH3:1][O:2][C:3]1[CH:4]=[CH:5][C:6]([CH2:7][NH:8][C:9]([C:11]2[S:33][C:14]3[N:15]([CH3:32])[C:16](=[O:31])[N:17]([CH2:20][C:21]4[CH:26]=[CH:25][C:24]([C:27]5[NH:30][C:36](=[S:37])[O:29][N:28]=5)=[CH:23][CH:22]=4)[C:18](=[O:19])[C:13]=3[CH:12]=2)=[O:10])=[CH:34][CH:35]=1. The catalyst class is: 18. (6) Reactant: [O:1]=[C:2]1[NH:7][C:6]2[CH:8]=[C:9]([CH2:12][N:13]3[CH2:18][CH2:17][N:16]([C:19]4[CH:27]=[CH:26][C:22]([C:23](O)=[O:24])=[CH:21][CH:20]=4)[CH2:15][CH2:14]3)[CH:10]=[N:11][C:5]=2[N:4]2[CH2:28][CH2:29][CH2:30][C@@H:3]12.[CH3:31][CH:32]([NH2:34])[CH3:33].CCN(C(C)C)C(C)C.CN(C(ON1N=NC2C=CC=NC1=2)=[N+](C)C)C.F[P-](F)(F)(F)(F)F. Product: [CH:32]([NH:34][C:23](=[O:24])[C:22]1[CH:21]=[CH:20][C:19]([N:16]2[CH2:17][CH2:18][N:13]([CH2:12][C:9]3[CH:10]=[N:11][C:5]4[N:4]5[CH2:28][CH2:29][CH2:30][C@H:3]5[C:2](=[O:1])[NH:7][C:6]=4[CH:8]=3)[CH2:14][CH2:15]2)=[CH:27][CH:26]=1)([CH3:33])[CH3:31]. The catalyst class is: 3. (7) Reactant: [N+:1]([C:4]1[CH:5]=[CH:6][C:7]([N:10]2[CH2:15][CH2:14][N:13]([C:16]([C:18]3[CH:23]=[CH:22][CH:21]=[CH:20][C:19]=3[C:24]([F:27])([F:26])[F:25])=[O:17])[CH2:12][CH2:11]2)=[N:8][CH:9]=1)([O-])=O.[H][H]. Product: [NH2:1][C:4]1[CH:5]=[CH:6][C:7]([N:10]2[CH2:11][CH2:12][N:13]([C:16]([C:18]3[CH:23]=[CH:22][CH:21]=[CH:20][C:19]=3[C:24]([F:27])([F:26])[F:25])=[O:17])[CH2:14][CH2:15]2)=[N:8][CH:9]=1. The catalyst class is: 358. (8) Reactant: O1CCOC1CC=C1C[N:10]([C:12]([O:14][CH2:15][C:16]2[CH:21]=[CH:20][CH:19]=[CH:18][CH:17]=2)=[O:13])[CH2:9]1.C[N+]1([O-])CC[O:26]CC1.[C:30]([O:33][CH2:34][CH3:35])(=[O:32])[CH3:31].[CH3:36][C:37]([CH3:39])=[O:38].O. Product: [O:33]1[CH2:34][CH2:35][O:32][CH:30]1[CH2:31][CH:36]([C:37]1([OH:38])[CH2:9][N:10]([C:12]([O:14][CH2:15][C:16]2[CH:21]=[CH:20][CH:19]=[CH:18][CH:17]=2)=[O:13])[CH2:39]1)[OH:26]. The catalyst class is: 771.